Task: Predict the reactants needed to synthesize the given product.. Dataset: Full USPTO retrosynthesis dataset with 1.9M reactions from patents (1976-2016) Given the product [C:4]([O:3][C:1]([N:8]1[CH2:12][CH2:11][CH2:10][CH:9]1[CH2:13][C:14]1[O:16][N:24]=[C:22]([C:21]2[CH:26]=[CH:27][C:18]([F:17])=[CH:19][CH:20]=2)[N:23]=1)=[O:2])([CH3:5])([CH3:6])[CH3:7], predict the reactants needed to synthesize it. The reactants are: [C:1]([N:8]1[CH2:12][CH2:11][CH2:10][CH:9]1[CH2:13][C:14]([OH:16])=O)([O:3][C:4]([CH3:7])([CH3:6])[CH3:5])=[O:2].[F:17][C:18]1[CH:27]=[CH:26][C:21]([C:22]([NH:24]O)=[NH:23])=[CH:20][CH:19]=1.C1C=CC2N(O)N=NC=2C=1.CCN=C=NCCCN(C)C.Cl.C(N(CC)CC)C.